This data is from Peptide-MHC class II binding affinity with 134,281 pairs from IEDB. The task is: Regression. Given a peptide amino acid sequence and an MHC pseudo amino acid sequence, predict their binding affinity value. This is MHC class II binding data. (1) The peptide sequence is GGLHRMVLDGRAPVL. The MHC is DRB1_1101 with pseudo-sequence DRB1_1101. The binding affinity (normalized) is 0.324. (2) The peptide sequence is PELGMNASHCNEMSW. The MHC is HLA-DPA10103-DPB10301 with pseudo-sequence HLA-DPA10103-DPB10301. The binding affinity (normalized) is 0.0820. (3) The MHC is DRB1_0405 with pseudo-sequence DRB1_0405. The binding affinity (normalized) is 0.710. The peptide sequence is YGRILHYLKAKEYSH. (4) The peptide sequence is SWLNLAAHHPLRMVL. The MHC is DRB1_1501 with pseudo-sequence DRB1_1501. The binding affinity (normalized) is 0.510. (5) The peptide sequence is GVMYNLWKMKTGRRG. The binding affinity (normalized) is 0.872. The MHC is HLA-DQA10601-DQB10402 with pseudo-sequence HLA-DQA10601-DQB10402. (6) The MHC is HLA-DQA10101-DQB10501 with pseudo-sequence HLA-DQA10101-DQB10501. The binding affinity (normalized) is 0. The peptide sequence is LPADLMIRIIAQGPK. (7) The peptide sequence is YDKFAANVSTVLTGK. The MHC is DRB1_0701 with pseudo-sequence DRB1_0701. The binding affinity (normalized) is 0.769. (8) The peptide sequence is YNTDGSTDYGILQINSR. The MHC is H-2-IAd with pseudo-sequence H-2-IAd. The binding affinity (normalized) is 0.508. (9) The peptide sequence is EEPDDIDCWCYGVEN. The MHC is HLA-DQA10201-DQB10402 with pseudo-sequence HLA-DQA10201-DQB10402. The binding affinity (normalized) is 0. (10) The peptide sequence is SVAYKAAVGATPEAK. The MHC is DRB1_0901 with pseudo-sequence DRB1_0901. The binding affinity (normalized) is 0.855.